This data is from Forward reaction prediction with 1.9M reactions from USPTO patents (1976-2016). The task is: Predict the product of the given reaction. (1) Given the reactants [CH3:1][CH2:2][O:3][C:4]([C:6](N)=O)=O.Cl.C([N:12](CC)CC)C.[C:17]1([CH2:23][O:24][C:25]2[CH:33]=[CH:32][CH:31]=[CH:30][C:26]=2[C:27](Cl)=[O:28])[CH:22]=[CH:21][CH:20]=[CH:19][CH:18]=1, predict the reaction product. The product is: [C:17]1([CH2:23][O:24][C:25]2[CH:33]=[CH:32][CH:31]=[CH:30][C:26]=2[C:27](/[N:12]=[C:4](\[O:3][CH2:2][CH3:1])/[CH3:6])=[O:28])[CH:22]=[CH:21][CH:20]=[CH:19][CH:18]=1. (2) Given the reactants [O:1]1[C:5]2[C:6]([C:10]([CH3:19])([CH3:18])[CH2:11][C:12](=[O:17])[C:13]([F:16])([F:15])[F:14])=[CH:7][CH:8]=[CH:9][C:4]=2[CH2:3][CH2:2]1.[Cl:20]Cl, predict the reaction product. The product is: [Cl:20][C:8]1[CH:7]=[C:6]([C:10]([CH3:19])([CH3:18])[CH2:11][C:12](=[O:17])[C:13]([F:15])([F:16])[F:14])[C:5]2[O:1][CH2:2][CH2:3][C:4]=2[CH:9]=1.